Task: Predict the reactants needed to synthesize the given product.. Dataset: Full USPTO retrosynthesis dataset with 1.9M reactions from patents (1976-2016) (1) Given the product [F:23][C:24]([F:35])([F:34])[C:25]1[CH:30]=[C:29]([C:2]2[N:7]=[CH:6][C:5]([N:8]3[CH2:13][CH2:12][N:11]([C:14]([O:16][CH2:17][C:18]([O:20][CH2:21][CH3:22])=[O:19])=[O:15])[CH2:10][CH2:9]3)=[CH:4][CH:3]=2)[CH:28]=[CH:27][CH:26]=1, predict the reactants needed to synthesize it. The reactants are: Br[C:2]1[N:7]=[CH:6][C:5]([N:8]2[CH2:13][CH2:12][N:11]([C:14]([O:16][CH2:17][C:18]([O:20][CH2:21][CH3:22])=[O:19])=[O:15])[CH2:10][CH2:9]2)=[CH:4][CH:3]=1.[F:23][C:24]([F:35])([F:34])[C:25]1[CH:26]=[C:27](B(O)O)[CH:28]=[CH:29][CH:30]=1. (2) Given the product [CH3:23][CH2:22][CH2:21][N:13]([C@@H:7]1[CH2:8][C:9]2[CH:10]=[CH:11][CH:12]=[C:3]([OH:2])[C:4]=2[CH2:5][CH2:6]1)[CH2:14][CH2:15][C:16]1[S:17][CH:18]=[CH:19][CH:20]=1, predict the reactants needed to synthesize it. The reactants are: C[O:2][C:3]1[CH:12]=[CH:11][CH:10]=[C:9]2[C:4]=1[CH2:5][CH2:6][CH:7]([N:13]([CH2:21][CH2:22][CH3:23])[CH2:14][CH2:15][C:16]1[S:17][CH:18]=[CH:19][CH:20]=1)[CH2:8]2.Br. (3) Given the product [Cl:1][C:2]1[N:7]=[C:6]([NH:8][CH3:9])[C:5]([NH2:10])=[CH:4][CH:3]=1, predict the reactants needed to synthesize it. The reactants are: [Cl:1][C:2]1[N:7]=[C:6]([NH:8][CH3:9])[C:5]([N+:10]([O-])=O)=[CH:4][CH:3]=1.[NH4+].[Cl-].CC(=O)OCC.